This data is from Forward reaction prediction with 1.9M reactions from USPTO patents (1976-2016). The task is: Predict the product of the given reaction. (1) Given the reactants [NH2:1][CH2:2][CH2:3][CH2:4][N:5]1[CH2:9][CH2:8][CH2:7][C:6]1=[O:10].[CH3:11][N:12]([C:19]1[N:24]2[N:25]=[CH:26][C:27]([CH2:28][CH2:29][C:30](O)=[O:31])=[C:23]2[N:22]=[CH:21][N:20]=1)[C:13]1[CH:18]=[CH:17][CH:16]=[CH:15][CH:14]=1.CCN=C=NCCCN(C)C.O, predict the reaction product. The product is: [CH3:11][N:12]([C:19]1[N:24]2[N:25]=[CH:26][C:27]([CH2:28][CH2:29][C:30]([NH:1][CH2:2][CH2:3][CH2:4][N:5]3[CH2:9][CH2:8][CH2:7][C:6]3=[O:10])=[O:31])=[C:23]2[N:22]=[CH:21][N:20]=1)[C:13]1[CH:14]=[CH:15][CH:16]=[CH:17][CH:18]=1. (2) Given the reactants Br[CH2:2][CH2:3][CH2:4][O:5][C:6]1[CH:7]=[CH:8][C:9]2[C:13]([C:14]3[CH:19]=[CH:18][C:17]([F:20])=[CH:16][CH:15]=3)=[CH:12][S:11][C:10]=2[CH:21]=1.[NH:22]([CH2:26][CH2:27][OH:28])[CH2:23][CH2:24][OH:25], predict the reaction product. The product is: [F:20][C:17]1[CH:18]=[CH:19][C:14]([C:13]2[C:9]3[CH:8]=[CH:7][C:6]([O:5][CH2:4][CH2:3][CH2:2][N:22]([CH2:26][CH2:27][OH:28])[CH2:23][CH2:24][OH:25])=[CH:21][C:10]=3[S:11][CH:12]=2)=[CH:15][CH:16]=1. (3) Given the reactants [CH:1]1([Mg]Br)[CH2:5][CH2:4][CH2:3][CH2:2]1.Br[CH2:9][C:10]1[C:34]([CH3:35])=[CH:33][C:13]2[N:14]=[C:15]3[C:20]([N:21]([CH2:22][CH2:23][CH2:24][CH2:25][CH2:26][CH2:27][C:28]([OH:30])=[O:29])[C:12]=2[CH:11]=1)=[N:19][C:18](=[O:31])[NH:17][C:16]3=[O:32], predict the reaction product. The product is: [CH:1]1([CH2:9][C:10]2[C:34]([CH3:35])=[CH:33][C:13]3[N:14]=[C:15]4[C:20]([N:21]([CH2:22][CH2:23][CH2:24][CH2:25][CH2:26][CH2:27][C:28]([OH:30])=[O:29])[C:12]=3[CH:11]=2)=[N:19][C:18](=[O:31])[NH:17][C:16]4=[O:32])[CH2:5][CH2:4][CH2:3][CH2:2]1. (4) Given the reactants [OH:1][CH2:2][CH2:3][N:4]1[C:13](=[O:14])[C:12]2[C:7](=[CH:8][CH:9]=[CH:10][CH:11]=2)[N:6]([CH3:15])[C:5]1=[O:16].CC(OI1(OC(C)=O)(OC(C)=O)OC(=O)C2C=CC=CC1=2)=O.N#N, predict the reaction product. The product is: [CH3:15][N:6]1[C:7]2[C:12](=[CH:11][CH:10]=[CH:9][CH:8]=2)[C:13](=[O:14])[N:4]([CH2:3][CH:2]=[O:1])[C:5]1=[O:16]. (5) Given the reactants [CH2:1]([C:3]1[CH:4]=[C:5]([CH2:27]O)[S:6][C:7]=1[C:8]1[N:12]=[C:11]([C:13]2[CH:18]=[CH:17][C:16]([O:19][C:20]3[CH:25]=[CH:24][CH:23]=[C:22]([F:26])[CH:21]=3)=[CH:15][CH:14]=2)[O:10][N:9]=1)[CH3:2].C(Br)(Br)(Br)Br.C1(P(C2C=CC=CC=2)C2C=CC=CC=2)C=CC=CC=1.Cl.[NH:54]1[CH2:57][CH:56]([C:58]([O:60][CH3:61])=[O:59])[CH2:55]1.C(N(CC)C(C)C)(C)C, predict the reaction product. The product is: [CH2:1]([C:3]1[CH:4]=[C:5]([CH2:27][N:54]2[CH2:57][CH:56]([C:58]([O:60][CH3:61])=[O:59])[CH2:55]2)[S:6][C:7]=1[C:8]1[N:12]=[C:11]([C:13]2[CH:14]=[CH:15][C:16]([O:19][C:20]3[CH:25]=[CH:24][CH:23]=[C:22]([F:26])[CH:21]=3)=[CH:17][CH:18]=2)[O:10][N:9]=1)[CH3:2]. (6) Given the reactants [NH2:1][C:2]1[CH:3]=[N:4][CH:5]=[CH:6][C:7]=1[C@@H:8]1[O:13][C@H:12]([CH2:14][C:15]#[N:16])[C@@H:11]([O:17][Si:18]([CH:25]([CH3:27])[CH3:26])([CH:22]([CH3:24])[CH3:23])[CH:19]([CH3:21])[CH3:20])[C@H:10]([O:28][Si:29]([CH:36]([CH3:38])[CH3:37])([CH:33]([CH3:35])[CH3:34])[CH:30]([CH3:32])[CH3:31])[CH2:9]1.[F:39][C:40]1[CH:45]=[CH:44][CH:43]=[C:42]([F:46])[C:41]=1[C:47]1[N:52]=[C:51]([C:53](O)=[O:54])[CH:50]=[CH:49][C:48]=1[F:56].CCN=C=NCCCN(C)C.C1C=NC2N(O)N=NC=2C=1, predict the reaction product. The product is: [C:15]([CH2:14][C@H:12]1[O:13][C@@H:8]([C:7]2[CH:6]=[CH:5][N:4]=[CH:3][C:2]=2[NH:1][C:53](=[O:54])[C:51]2[CH:50]=[CH:49][C:48]([F:56])=[C:47]([C:41]3[C:40]([F:39])=[CH:45][CH:44]=[CH:43][C:42]=3[F:46])[N:52]=2)[CH2:9][C@@H:10]([O:28][Si:29]([CH:30]([CH3:32])[CH3:31])([CH:33]([CH3:35])[CH3:34])[CH:36]([CH3:38])[CH3:37])[C@@H:11]1[O:17][Si:18]([CH:25]([CH3:26])[CH3:27])([CH:22]([CH3:23])[CH3:24])[CH:19]([CH3:20])[CH3:21])#[N:16].